This data is from Forward reaction prediction with 1.9M reactions from USPTO patents (1976-2016). The task is: Predict the product of the given reaction. (1) Given the reactants [OH-:1].[Na+].[CH2:3]1[CH:7]2[C@H:8]3[C:13](=[O:14])[O:12][C:10](=[O:11])[C@H:9]3[CH:4]1[CH:5]=[CH:6]2.O1CCCC1.[Br:20]Br, predict the reaction product. The product is: [Br:20][CH:6]1[CH:5]2[CH:4]3[CH:9]([CH:8]([C:13]([OH:12])=[O:14])[CH:7]1[CH2:3]3)[C:10](=[O:11])[O:1]2. (2) Given the reactants [O:1]1[CH2:6][CH2:5][CH:4]([C:7]2[CH:12]=[CH:11][C:10]([OH:13])=[CH:9][CH:8]=2)[CH2:3][CH2:2]1.C(NCC(C)C)C(C)C.S(Cl)([Cl:26])(=O)=O, predict the reaction product. The product is: [Cl:26][C:9]1[CH:8]=[C:7]([CH:4]2[CH2:5][CH2:6][O:1][CH2:2][CH2:3]2)[CH:12]=[CH:11][C:10]=1[OH:13]. (3) Given the reactants [NH2:1][C:2]1[CH:11]=[CH:10][C:9]2[C:4](=[CH:5][CH:6]=[C:7]([Br:12])[CH:8]=2)[CH:3]=1.S(OC)(O[CH3:17])(=O)=O.C(OCC)(=O)C.[OH-].[Na+], predict the reaction product. The product is: [Br:12][C:7]1[CH:6]=[CH:5][C:4]2[C:9](=[CH:10][CH:11]=[C:2]([NH:1][CH3:17])[CH:3]=2)[CH:8]=1. (4) Given the reactants [C:1]([O:5][C:6](=[O:32])[N:7]([CH:9]1[CH2:14][CH2:13][CH:12]([NH:15][CH2:16][C:17]2[CH:22]=[C:21]([C:23]3[CH:24]=[N:25][C:26]([CH3:29])=[CH:27][CH:28]=3)[CH:20]=[CH:19][C:18]=2[O:30][CH3:31])[CH2:11][CH2:10]1)[CH3:8])([CH3:4])([CH3:3])[CH3:2].[Cl:33][C:34]1[C:35]2[C:45]([F:46])=[CH:44][CH:43]=[CH:42][C:36]=2[S:37][C:38]=1[C:39](Cl)=[O:40], predict the reaction product. The product is: [C:1]([O:5][C:6](=[O:32])[N:7]([CH:9]1[CH2:10][CH2:11][CH:12]([N:15]([C:39]([C:38]2[S:37][C:36]3[CH:42]=[CH:43][CH:44]=[C:45]([F:46])[C:35]=3[C:34]=2[Cl:33])=[O:40])[CH2:16][C:17]2[CH:22]=[C:21]([C:23]3[CH:24]=[N:25][C:26]([CH3:29])=[CH:27][CH:28]=3)[CH:20]=[CH:19][C:18]=2[O:30][CH3:31])[CH2:13][CH2:14]1)[CH3:8])([CH3:4])([CH3:3])[CH3:2].